Dataset: Full USPTO retrosynthesis dataset with 1.9M reactions from patents (1976-2016). Task: Predict the reactants needed to synthesize the given product. (1) Given the product [F:1][C:2]1[CH:3]=[C:4]2[C:10]([C:11]3[N:12]=[C:13]([NH:34][CH2:33][CH2:32][C:35]([F:38])([F:37])[F:36])[C:14]4[C:19]([CH3:20])([CH3:21])[C:18](=[O:22])[NH:17][C:15]=4[N:16]=3)=[N:9][N:8]([CH2:24][C:7]3[C:2]([F:1])=[CH:3][CH:4]=[CH:5][N:6]=3)[C:5]2=[N:6][CH:7]=1, predict the reactants needed to synthesize it. The reactants are: [F:1][C:2]1[CH:3]=[C:4]2[C:10]([C:11]3[N:12]=[C:13](I)[C:14]4[C:19]([CH3:21])([CH3:20])[C:18](=[O:22])[NH:17][C:15]=4[N:16]=3)=[N:9][N:8]([CH2:24]C3C=CN=CC=3F)[C:5]2=[N:6][CH:7]=1.[CH2:32]([C:35]([F:38])([F:37])[F:36])[CH2:33][NH2:34]. (2) Given the product [NH2:13][CH:11]([C:9]1[N:10]=[C:5]2[CH:4]=[CH:3][C:2]([F:1])=[CH:33][N:6]2[C:7](=[O:32])[C:8]=1[C:25]1[CH:30]=[CH:29][CH:28]=[C:27]([F:31])[CH:26]=1)[CH3:12], predict the reactants needed to synthesize it. The reactants are: [F:1][C:2]1[CH:3]=[CH:4][C:5]2[N:6]([CH:33]=1)[C:7](=[O:32])[C:8]([C:25]1[CH:30]=[CH:29][CH:28]=[C:27]([F:31])[CH:26]=1)=[C:9]([CH:11]([NH:13]C(C1C=CC=CC=1C(O)=O)=O)[CH3:12])[N:10]=2.CCO.Cl.